Task: Regression. Given two drug SMILES strings and cell line genomic features, predict the synergy score measuring deviation from expected non-interaction effect.. Dataset: Merck oncology drug combination screen with 23,052 pairs across 39 cell lines (1) Drug 1: CN(Cc1cnc2nc(N)nc(N)c2n1)c1ccc(C(=O)NC(CCC(=O)O)C(=O)O)cc1. Drug 2: CC1(c2nc3c(C(N)=O)cccc3[nH]2)CCCN1. Cell line: A2058. Synergy scores: synergy=-20.9. (2) Drug 1: N.N.O=C(O)C1(C(=O)O)CCC1.[Pt]. Drug 2: C#Cc1cccc(Nc2ncnc3cc(OCCOC)c(OCCOC)cc23)c1. Cell line: OVCAR3. Synergy scores: synergy=6.79.